This data is from Reaction yield outcomes from USPTO patents with 853,638 reactions. The task is: Predict the reaction yield, written as a fraction of the theoretical maximum amount of product (1.0 means a 100% yield; for example, 0.34 means a 34% yield). (1) The reactants are [C:1]([C:3]1([C:8]([O:10][CH3:11])=[O:9])[CH2:7][CH2:6][CH2:5][CH2:4]1)#[N:2].[BH4-].[Na+].[C:14]([O:18][C:19](O[C:19]([O:18][C:14]([CH3:17])([CH3:16])[CH3:15])=[O:20])=[O:20])([CH3:17])([CH3:16])[CH3:15]. The catalyst is CO.C(Cl)Cl.O.[Co](Cl)Cl. The product is [C:14]([O:18][C:19]([NH:2][CH2:1][C:3]1([C:8]([O:10][CH3:11])=[O:9])[CH2:7][CH2:6][CH2:5][CH2:4]1)=[O:20])([CH3:17])([CH3:16])[CH3:15]. The yield is 0.710. (2) The reactants are [Cl:1][C:2]1[CH:7]=[C:6]([N+:8]([O-])=O)[CH:5]=[CH:4][C:3]=1[C:11]([CH3:18])([CH3:17])[CH2:12][NH:13][C:14](=[O:16])[CH3:15]. The catalyst is CO.O=[Pt]=O. The product is [NH2:8][C:6]1[CH:5]=[CH:4][C:3]([C:11]([CH3:18])([CH3:17])[CH2:12][NH:13][C:14](=[O:16])[CH3:15])=[C:2]([Cl:1])[CH:7]=1. The yield is 0.900. (3) The reactants are [Cl:1][C:2]1[CH:25]=[C:24]([Cl:26])[CH:23]=[CH:22][C:3]=1[CH2:4][N:5]1[C:9]([CH2:10][CH2:11][C:12]([O:14][CH2:15][CH3:16])=[O:13])=[CH:8][C:7]([O:17][CH2:18][C:19]([OH:21])=O)=[N:6]1.[C:27]([NH:30][NH2:31])(=[O:29])[CH3:28]. The catalyst is O1CCCC1. The product is [C:27]([NH:30][NH:31][C:19](=[O:21])[CH2:18][O:17][C:7]1[CH:8]=[C:9]([CH2:10][CH2:11][C:12]([O:14][CH2:15][CH3:16])=[O:13])[N:5]([CH2:4][C:3]2[CH:22]=[CH:23][C:24]([Cl:26])=[CH:25][C:2]=2[Cl:1])[N:6]=1)(=[O:29])[CH3:28]. The yield is 0.900. (4) The reactants are Cl.[CH3:2][S:3]([C:6]1[CH:11]=[CH:10][C:9]([C:12]2[CH2:17][CH2:16][CH:15]([O:18][CH2:19][CH:20]3[CH2:25][CH2:24][NH:23][CH2:22][CH2:21]3)[CH2:14][CH:13]=2)=[CH:8][CH:7]=1)(=[O:5])=[O:4].[CH2:26]([N:28](CC)CC)C.N#CBr. The catalyst is ClCCl. The product is [CH3:2][S:3]([C:6]1[CH:11]=[CH:10][C:9]([C:12]2[CH2:17][CH2:16][CH:15]([O:18][CH2:19][CH:20]3[CH2:21][CH2:22][N:23]([C:26]#[N:28])[CH2:24][CH2:25]3)[CH2:14][CH:13]=2)=[CH:8][CH:7]=1)(=[O:5])=[O:4]. The yield is 0.980. (5) The reactants are C(O[C:4](=[N:6][C:7](=O)[C:8]1[CH:13]=[CH:12][CH:11]=[CH:10][CH:9]=1)[CH3:5])C.Cl.[CH3:16][S:17][C:18]1[CH:23]=[CH:22][C:21]([NH:24][NH2:25])=[CH:20][CH:19]=1.C(N(CC)CC)C.O. The catalyst is ClCCl.CO. The product is [CH3:5][C:4]1[N:6]=[C:7]([C:8]2[CH:13]=[CH:12][CH:11]=[CH:10][CH:9]=2)[N:24]([C:21]2[CH:22]=[CH:23][C:18]([S:17][CH3:16])=[CH:19][CH:20]=2)[N:25]=1. The yield is 0.610.